Predict which catalyst facilitates the given reaction. From a dataset of Catalyst prediction with 721,799 reactions and 888 catalyst types from USPTO. (1) Reactant: [CH3:1][N:2]1[CH2:8][CH2:7][CH2:6][NH:5][CH2:4][CH2:3]1.[C:9](Cl)(=[O:12])[CH:10]=[CH2:11].C(=O)([O-])[O-].[Na+].[Na+]. Product: [CH3:1][N:2]1[CH2:8][CH2:7][CH2:6][N:5]([C:9](=[O:12])[CH:10]=[CH2:11])[CH2:4][CH2:3]1. The catalyst class is: 46. (2) Reactant: [Br:1][C:2]1[CH:7]=[CH:6][C:5]([C@@H:8]([NH2:10])[CH3:9])=[CH:4][CH:3]=1.C(N(CC)CC)C.[C:18](O[C:18]([O:20][C:21]([CH3:24])([CH3:23])[CH3:22])=[O:19])([O:20][C:21]([CH3:24])([CH3:23])[CH3:22])=[O:19]. Product: [C:21]([O:20][C:18](=[O:19])[NH:10][C@H:8]([C:5]1[CH:6]=[CH:7][C:2]([Br:1])=[CH:3][CH:4]=1)[CH3:9])([CH3:24])([CH3:23])[CH3:22]. The catalyst class is: 789. (3) Reactant: [NH2:1][C:2]1[CH:7]=[CH:6][C:5]([C:8]2[CH:12]=[C:11]([C:13]([N:15]([C@@H:17]([CH:22]([CH3:24])[CH3:23])[C:18]([O:20][CH3:21])=[O:19])[CH3:16])=[O:14])[O:10][N:9]=2)=[CH:4][CH:3]=1.[F:25][C:26]1[CH:31]=[CH:30][CH:29]=[CH:28][C:27]=1[N:32]=[C:33]=[O:34]. Product: [F:25][C:26]1[CH:31]=[CH:30][CH:29]=[CH:28][C:27]=1[NH:32][C:33](=[O:34])[NH:1][C:2]1[CH:7]=[CH:6][C:5]([C:8]2[CH:12]=[C:11]([C:13]([N:15]([C@@H:17]([CH:22]([CH3:24])[CH3:23])[C:18]([O:20][CH3:21])=[O:19])[CH3:16])=[O:14])[O:10][N:9]=2)=[CH:4][CH:3]=1. The catalyst class is: 1. (4) Reactant: [C:1](Cl)(=[O:4])[CH2:2][CH3:3].[O:6]=[C:7]1[C:11]2([CH2:14][CH2:13][CH2:12]2)[N:10]([C:15]2[CH:20]=[CH:19][C:18]([O:21][CH:22]3[CH2:27][CH2:26][NH:25][CH2:24][CH2:23]3)=[CH:17][CH:16]=2)[C:9](=[S:28])[N:8]1[C:29]1[CH:30]=[C:31]([C:37]([F:40])([F:39])[F:38])[C:32]([C:35]#[N:36])=[N:33][CH:34]=1.C(N(CC)CC)C.CO. Product: [O:6]=[C:7]1[C:11]2([CH2:14][CH2:13][CH2:12]2)[N:10]([C:15]2[CH:20]=[CH:19][C:18]([O:21][CH:22]3[CH2:27][CH2:26][N:25]([C:1](=[O:4])[CH2:2][CH3:3])[CH2:24][CH2:23]3)=[CH:17][CH:16]=2)[C:9](=[S:28])[N:8]1[C:29]1[CH:30]=[C:31]([C:37]([F:39])([F:38])[F:40])[C:32]([C:35]#[N:36])=[N:33][CH:34]=1. The catalyst class is: 1. (5) The catalyst class is: 196. Product: [F:1][C:2]1[CH:7]=[CH:6][C:5]([CH2:8][CH2:9][C:10]2[CH:17]=[CH:16][CH:15]=[CH:14][C:11]=2[C:12]([OH:20])=[O:18])=[CH:4][CH:3]=1. Reactant: [F:1][C:2]1[CH:7]=[CH:6][C:5]([CH2:8][CH2:9][C:10]2[CH:17]=[CH:16][CH:15]=[CH:14][C:11]=2[C:12]#N)=[CH:4][CH:3]=1.[OH-:18].[Na+].[OH2:20].Cl. (6) The catalyst class is: 10. Reactant: Cl.[NH2:2][CH2:3][CH2:4][C:5]1[C:13]2[C:8](=[CH:9][CH:10]=[C:11]([O:14][CH3:15])[CH:12]=2)[NH:7][C:6]=1[C:16]([NH:18][CH3:19])=[O:17].[F:20][CH:21]([CH3:25])[C:22](O)=[O:23].C(N(C(C)C)CC)(C)C.F[P-](F)(F)(F)(F)F.N1(OC(N(C)C)=[N+](C)C)C2N=CC=CC=2N=N1. Product: [F:20][CH:21]([CH3:25])[C:22]([NH:2][CH2:3][CH2:4][C:5]1[C:13]2[C:8](=[CH:9][CH:10]=[C:11]([O:14][CH3:15])[CH:12]=2)[NH:7][C:6]=1[C:16]([NH:18][CH3:19])=[O:17])=[O:23].